This data is from Reaction yield outcomes from USPTO patents with 853,638 reactions. The task is: Predict the reaction yield, written as a fraction of the theoretical maximum amount of product (1.0 means a 100% yield; for example, 0.34 means a 34% yield). (1) The reactants are C([O:3][C:4](=[O:14])[C:5]([N:8]1[CH:12]=[C:11](I)[CH:10]=[N:9]1)([CH3:7])[CH3:6])C.B1(B2OC(C)(C)C(C)(C)O2)OC(C)(C)C(C)(C)O1.C([O-])(=O)C.[K+].Br[C:39]1[CH:40]=[N:41][C:42]2[C:47]([CH:48]=1)=[CH:46][C:45]([S:49][C:50]1[N:54]3[N:55]=[C:56]([CH3:59])[CH:57]=[CH:58][C:53]3=[N:52][N:51]=1)=[CH:44][CH:43]=2.C(=O)([O-])[O-].[K+].[K+].S([O-])([O-])(=O)=O.[Na+].[Na+]. The catalyst is O.CC(N(C)C)=O. The product is [CH3:7][C:5]([N:8]1[CH:12]=[C:11]([C:39]2[CH:40]=[N:41][C:42]3[C:47]([CH:48]=2)=[CH:46][C:45]([S:49][C:50]2[N:54]4[N:55]=[C:56]([CH3:59])[CH:57]=[CH:58][C:53]4=[N:52][N:51]=2)=[CH:44][CH:43]=3)[CH:10]=[N:9]1)([CH3:6])[C:4]([OH:3])=[O:14]. The yield is 0.190. (2) The reactants are [C:1]([N:5]1[C:10](=[O:11])[C:9]([Cl:12])=[C:8]([O:13][CH2:14][C:15]2[CH:20]=[CH:19][C:18]([O:21][CH:22]([CH2:35][CH3:36])[CH2:23]OS(C3C=CC(C)=CC=3)(=O)=O)=[CH:17][CH:16]=2)[CH:7]=[N:6]1)([CH3:4])([CH3:3])[CH3:2].[F-:37].[K+].C1N2CCOCCOCCN(CCOCCOCC2)CCOCCOC1. The catalyst is C(#N)C. The product is [C:1]([N:5]1[C:10](=[O:11])[C:9]([Cl:12])=[C:8]([O:13][CH2:14][C:15]2[CH:20]=[CH:19][C:18]([O:21][CH:22]([CH2:35][CH3:36])[CH2:23][F:37])=[CH:17][CH:16]=2)[CH:7]=[N:6]1)([CH3:4])([CH3:3])[CH3:2]. The yield is 0.650. (3) No catalyst specified. The product is [C:32]([CH:16]([C:2]1[C:7]([CH:8]([CH3:10])[CH3:9])=[C:6]([O:11][CH3:12])[N:5]=[C:4]([O:13][CH3:14])[N:3]=1)[C:17]1[CH:18]=[C:19]([CH:24]=[CH:25][C:26]#[N:27])[CH:20]=[C:21]([CH3:23])[CH:22]=1)#[N:33]. The yield is 0.160. The reactants are Cl[C:2]1[C:7]([CH:8]([CH3:10])[CH3:9])=[C:6]([O:11][CH3:12])[N:5]=[C:4]([O:13][CH3:14])[N:3]=1.Br[CH2:16][C:17]1[CH:18]=[C:19]([CH:24]=[CH:25][C:26]#[N:27])[CH:20]=[C:21]([CH3:23])[CH:22]=1.[H-].[Na+].[Cl-].[NH4+].[CH3:32][N:33](C=O)C. (4) The reactants are [CH3:1][O:2][C:3]([C:5]1[S:6][C:7]2[CH:8](Br)[CH2:9][O:10][C:11]3[CH:18]=[CH:17][C:16]([Br:19])=[CH:15][C:12]=3[C:13]=2[N:14]=1)=[O:4].[NH:21]1[CH2:26][CH2:25][O:24][CH2:23][CH2:22]1. The catalyst is C1COCC1.CCCCCC. The product is [CH3:1][O:2][C:3]([C:5]1[S:6][C:7]2[CH:8]([N:21]3[CH2:26][CH2:25][O:24][CH2:23][CH2:22]3)[CH2:9][O:10][C:11]3[CH:18]=[CH:17][C:16]([Br:19])=[CH:15][C:12]=3[C:13]=2[N:14]=1)=[O:4]. The yield is 0.750.